This data is from Full USPTO retrosynthesis dataset with 1.9M reactions from patents (1976-2016). The task is: Predict the reactants needed to synthesize the given product. (1) Given the product [F:48][C:49]1[CH:50]=[C:51]([CH:54]=[C:55]([F:58])[C:56]=1[OH:57])[CH2:52][N:2]([CH3:1])[CH2:3][CH2:4][CH2:5][CH2:6][CH2:7][CH2:8][CH2:9][CH2:10][CH2:11][N:12]1[CH2:13][CH2:14][CH:15]([O:18][C:19](=[O:33])[NH:20][C:21]2[CH:26]=[CH:25][CH:24]=[CH:23][C:22]=2[C:27]2[CH:28]=[CH:29][CH:30]=[CH:31][CH:32]=2)[CH2:16][CH2:17]1, predict the reactants needed to synthesize it. The reactants are: [CH3:1][NH:2][CH2:3][CH2:4][CH2:5][CH2:6][CH2:7][CH2:8][CH2:9][CH2:10][CH2:11][N:12]1[CH2:17][CH2:16][CH:15]([O:18][C:19](=[O:33])[NH:20][C:21]2[CH:26]=[CH:25][CH:24]=[CH:23][C:22]=2[C:27]2[CH:32]=[CH:31][CH:30]=[CH:29][CH:28]=2)[CH2:14][CH2:13]1.C1(N)C(F)=C(F)C(F)=C(N)C=1F.Cl.Cl.[F:48][C:49]1[CH:50]=[C:51]([CH:54]=[C:55]([F:58])[C:56]=1[OH:57])[CH:52]=O. (2) Given the product [CH2:46]([N:50]1[N:54]=[C:53]([CH3:55])[S:52]/[C:51]/1=[CH:56]\[C:4]([C:3]1[CH:7]=[CH:8][C:9]([Cl:11])=[CH:10][C:2]=1[Cl:1])=[O:6])[CH2:47][CH2:48][CH3:49], predict the reactants needed to synthesize it. The reactants are: [Cl:1][C:2]1[CH:10]=[C:9]([Cl:11])[CH:8]=[CH:7][C:3]=1[C:4]([OH:6])=O.CN(C(ON1N=NC2C=CC=NC1=2)=[N+](C)C)C.F[P-](F)(F)(F)(F)F.CCN(C(C)C)C(C)C.[I-].[CH2:46]([N+:50]1[N:54]=[C:53]([CH3:55])[S:52][C:51]=1[CH3:56])[CH2:47][CH2:48][CH3:49]. (3) The reactants are: [N:1]1([C@@H:10]([C:15]2[S:16][CH:17]=[CH:18][CH:19]=2)[C@H:11]([OH:14])[CH2:12]O)[C:9]2[C:4](=[CH:5][CH:6]=[CH:7][CH:8]=2)[CH:3]=[CH:2]1.C1(C)C=CC(S(Cl)(=O)=O)=CC=1.[N:31]1C=CC=C[CH:32]=1. Given the product [N:1]1([C@@H:10]([C:15]2[S:16][CH:17]=[CH:18][CH:19]=2)[C@H:11]([OH:14])[CH2:12][NH:31][CH3:32])[C:9]2[C:4](=[CH:5][CH:6]=[CH:7][CH:8]=2)[CH:3]=[CH:2]1, predict the reactants needed to synthesize it. (4) Given the product [O:27]=[C:25]1[NH:24][C:23](=[O:28])[C:22](=[CH:21][C:20]2[CH:29]=[CH:30][C:31]([N:32]3[CH2:37][CH2:36][CH:35]([NH:1][CH2:2][CH:3]([C:5]4[CH:6]=[CH:7][C:8]([OH:16])=[C:9]([NH:11][S:12]([CH3:15])(=[O:14])=[O:13])[CH:10]=4)[OH:4])[CH2:34][CH2:33]3)=[C:18]([F:17])[CH:19]=2)[S:26]1, predict the reactants needed to synthesize it. The reactants are: [NH2:1][CH2:2][CH:3]([C:5]1[CH:6]=[CH:7][C:8]([OH:16])=[C:9]([NH:11][S:12]([CH3:15])(=[O:14])=[O:13])[CH:10]=1)[OH:4].[F:17][C:18]1[CH:19]=[C:20]([CH:29]=[CH:30][C:31]=1[N:32]1[CH2:37][CH2:36][C:35](=O)[CH2:34][CH2:33]1)[CH:21]=[C:22]1[S:26][C:25](=[O:27])[NH:24][C:23]1=[O:28]. (5) Given the product [CH2:10]([O:12][C:13]1[C:22]([O:23][CH3:24])=[CH:21][C:20]2[C:19]([C:25]3[CH:26]=[CH:27][C:28]([C:29]([N:63]4[CH2:64][CH2:65][CH:60]([N:46]5[C:47](=[O:59])[C:48]6[S:52][C:51]([C:53]7[CH:54]=[CH:55][CH:56]=[CH:57][CH:58]=7)=[CH:50][C:49]=6[N:44]([CH2:43][C:42]6[CH:67]=[CH:68][C:69]([CH3:70])=[C:40]([F:39])[CH:41]=6)[C:45]5=[O:66])[CH2:61][CH2:62]4)=[O:30])=[CH:32][CH:33]=3)=[N:18][C@@H:17]3[CH2:34][CH2:35][S:36][CH2:37][C@@H:16]3[C:15]=2[CH:14]=1)[CH3:11], predict the reactants needed to synthesize it. The reactants are: CCN(C(C)C)C(C)C.[CH2:10]([O:12][C:13]1[C:22]([O:23][CH3:24])=[CH:21][C:20]2[C:19]([C:25]3[CH:33]=[CH:32][C:28]([C:29](O)=[O:30])=[CH:27][CH:26]=3)=[N:18][C@@H:17]3[CH2:34][CH2:35][S:36][CH2:37][C@@H:16]3[C:15]=2[CH:14]=1)[CH3:11].Cl.[F:39][C:40]1[CH:41]=[C:42]([CH:67]=[CH:68][C:69]=1[CH3:70])[CH2:43][N:44]1[C:49]2[CH:50]=[C:51]([C:53]3[CH:58]=[CH:57][CH:56]=[CH:55][CH:54]=3)[S:52][C:48]=2[C:47](=[O:59])[N:46]([CH:60]2[CH2:65][CH2:64][NH:63][CH2:62][CH2:61]2)[C:45]1=[O:66].CN(C(ON1N=NC2C=CC=CC1=2)=[N+](C)C)C.F[P-](F)(F)(F)(F)F. (6) The reactants are: [C:1]([C:4]1[CH:9]=[CH:8][CH:7]=[C:6]([C:10](=O)[CH3:11])[N:5]=1)(=[O:3])[CH3:2].[NH2:13][C:14]1[C:23]2[C:18](=[CH:19][CH:20]=[CH:21][CH:22]=2)[CH:17]=[CH:16][CH:15]=1. Given the product [C:14]1([N:13]=[C:10]([C:6]2[CH:7]=[CH:8][CH:9]=[C:4]([C:1](=[O:3])[CH3:2])[N:5]=2)[CH3:11])[C:23]2[C:18](=[CH:19][CH:20]=[CH:21][CH:22]=2)[CH:17]=[CH:16][CH:15]=1, predict the reactants needed to synthesize it. (7) Given the product [N+:1]([C:4]1[CH:10]=[CH:9][C:7]([N:8]([CH2:30][CH2:31][CH2:26][CH3:27])[CH2:11][CH2:12][CH2:13][CH3:14])=[CH:6][CH:5]=1)([O-:3])=[O:2], predict the reactants needed to synthesize it. The reactants are: [N+:1]([C:4]1[CH:10]=[CH:9][C:7]([NH2:8])=[CH:6][CH:5]=1)([O-:3])=[O:2].[CH:11](=O)[CH2:12][CH2:13][CH3:14].C(O[BH-](O[C:26](=O)[CH3:27])OC(=O)C)(=O)C.[Na+].[C:30](O)(=O)[CH3:31].